Predict the product of the given reaction. From a dataset of Forward reaction prediction with 1.9M reactions from USPTO patents (1976-2016). Given the reactants C1C=C(N2CCN([CH2:15][CH2:16][CH2:17][CH2:18][O:19][C:20]3[CH:21]=[CH:22][C:23]4[CH2:30][CH2:29][C:27](=[O:28])[NH:26][C:24]=4[CH:25]=3)CC2)C(Cl)=C(Cl)C=1.OC1C=C2C(CCC(=O)N2)=CC=1.[Br:43]CCCCBr.C(=O)([O-])[O-].[K+].[K+], predict the reaction product. The product is: [Br:43][CH2:15][CH2:16][CH2:17][CH2:18][O:19][C:20]1[CH:25]=[C:24]2[C:23]([CH2:30][CH2:29][C:27](=[O:28])[NH:26]2)=[CH:22][CH:21]=1.